This data is from Forward reaction prediction with 1.9M reactions from USPTO patents (1976-2016). The task is: Predict the product of the given reaction. (1) The product is: [C:11]([CH2:10][CH:7]1[C:6]2[C:1]3[N:2]([N:13]=[CH:29][C:28]=3[C:27]([O:31][CH2:32][CH3:33])=[O:30])[CH:3]=[CH:4][C:5]=2[CH2:9][CH2:8]1)#[N:12]. Given the reactants [CH:1]1[C:6]2[CH:7]([CH2:10][C:11]#[N:12])[CH2:8][CH2:9][C:5]=2[CH:4]=[CH:3][N:2]=1.[NH2:13]OC1C=CC([N+]([O-])=O)=CC=1[N+]([O-])=O.[C:27]([O:31][CH2:32][CH3:33])(=[O:30])[C:28]#[CH:29].C(=O)([O-])[O-].[K+].[K+], predict the reaction product. (2) Given the reactants [NH2:1][C:2]1[C:10]([C:11]#[C:12][C:13]2[CH:18]=[CH:17][CH:16]=[C:15]([NH:19][C:20]([C:22]3[O:23][CH:24]=[CH:25][C:26]=3[CH3:27])=[O:21])[CH:14]=2)=[CH:9][C:5]([C:6](O)=[O:7])=[CH:4][N:3]=1.CCN=C=NCCCN(C)C.[CH3:39][S:40]([C:43]1[CH:48]=[CH:47][C:46]([CH2:49][CH2:50][C:51]([O:53][CH3:54])=[O:52])=[CH:45][CH:44]=1)(=[NH:42])=[O:41], predict the reaction product. The product is: [NH2:1][C:2]1[N:3]=[CH:4][C:5]([C:6]([N:42]=[S:40]([C:43]2[CH:44]=[CH:45][C:46]([CH2:49][CH2:50][C:51]([O:53][CH3:54])=[O:52])=[CH:47][CH:48]=2)([CH3:39])=[O:41])=[O:7])=[CH:9][C:10]=1[C:11]#[C:12][C:13]1[CH:18]=[CH:17][CH:16]=[C:15]([NH:19][C:20]([C:22]2[O:23][CH:24]=[CH:25][C:26]=2[CH3:27])=[O:21])[CH:14]=1. (3) Given the reactants [Br:1][C:2]1[N:7]=[C:6]([C@@:8]([NH:18][C:19]([NH:21][C:22](=[O:29])[C:23]2[CH:28]=[CH:27][CH:26]=[CH:25][CH:24]=2)=S)([C@@H:10]([F:17])[C@H:11]([OH:16])[C:12]([F:15])([F:14])[F:13])[CH3:9])[C:5]([F:30])=[CH:4][CH:3]=1.CCN=C=NCCCN(C)C.Cl, predict the reaction product. The product is: [Br:1][C:2]1[N:7]=[C:6]([C@:8]2([CH3:9])[C@@H:10]([F:17])[C@@H:11]([C:12]([F:15])([F:14])[F:13])[O:16][C:19]([NH:21][C:22](=[O:29])[C:23]3[CH:28]=[CH:27][CH:26]=[CH:25][CH:24]=3)=[N:18]2)[C:5]([F:30])=[CH:4][CH:3]=1.